From a dataset of Peptide-MHC class II binding affinity with 134,281 pairs from IEDB. Regression. Given a peptide amino acid sequence and an MHC pseudo amino acid sequence, predict their binding affinity value. This is MHC class II binding data. (1) The peptide sequence is MTDPHAMRDMAGRFE. The MHC is HLA-DPA10201-DPB10501 with pseudo-sequence HLA-DPA10201-DPB10501. The binding affinity (normalized) is 0. (2) The peptide sequence is PKYVKQNTLKLAT. The MHC is DRB5_0101 with pseudo-sequence DRB5_0101. The binding affinity (normalized) is 0.614.